The task is: Predict the reaction yield, written as a fraction of the theoretical maximum amount of product (1.0 means a 100% yield; for example, 0.34 means a 34% yield).. This data is from Reaction yield outcomes from USPTO patents with 853,638 reactions. (1) The reactants are [NH2:1][C:2]1[CH:10]=[C:9]([O:11][CH3:12])[CH:8]=[C:7]([O:13][CH3:14])[C:3]=1[C:4]([NH2:6])=[O:5].[CH2:15]([O:17][C:18](=[O:29])[CH2:19][CH2:20][C:21]1[CH:26]=[CH:25][C:24]([CH:27]=O)=[CH:23][CH:22]=1)[CH3:16].S(=O)(O)[O-].[Na+].C1(C)C=CC(S(O)(=O)=O)=CC=1. The product is [CH2:15]([O:17][C:18](=[O:29])[CH2:19][CH2:20][C:21]1[CH:22]=[CH:23][C:24]([C:27]2[NH:6][C:4](=[O:5])[C:3]3[C:2](=[CH:10][C:9]([O:11][CH3:12])=[CH:8][C:7]=3[O:13][CH3:14])[N:1]=2)=[CH:25][CH:26]=1)[CH3:16]. The yield is 0.970. The catalyst is O.CN(C)C(=O)C. (2) The reactants are N1C=CC=CC=1.[O:7]=[S:8]1(=[O:18])[CH:12]=[CH:11][C:10]2[CH:13]=[CH:14][C:15]([NH2:17])=[CH:16][C:9]1=2.[CH3:19][O:20][C:21]1[CH:29]=[CH:28][C:24]([C:25](Cl)=[O:26])=[CH:23][CH:22]=1. The catalyst is CN(C=O)C.CCOC(C)=O. The product is [O:7]=[S:8]1(=[O:18])[CH:12]=[CH:11][C:10]2[CH:13]=[CH:14][C:15]([NH:17][C:25](=[O:26])[C:24]3[CH:28]=[CH:29][C:21]([O:20][CH3:19])=[CH:22][CH:23]=3)=[CH:16][C:9]1=2. The yield is 0.380.